From a dataset of Full USPTO retrosynthesis dataset with 1.9M reactions from patents (1976-2016). Predict the reactants needed to synthesize the given product. Given the product [N+:14]([C:11]1[CH:12]=[CH:13][C:8]([N:17]2[CH:22]=[CH:21][CH:20]=[CH:19][C:18]2=[O:23])=[CH:9][CH:10]=1)([O-:16])=[O:15], predict the reactants needed to synthesize it. The reactants are: C(=O)([O-])[O-].[Cs+].[Cs+].F[C:8]1[CH:13]=[CH:12][C:11]([N+:14]([O-:16])=[O:15])=[CH:10][CH:9]=1.[N:17]1[CH:22]=[CH:21][CH:20]=[CH:19][C:18]=1[OH:23].O.